This data is from Forward reaction prediction with 1.9M reactions from USPTO patents (1976-2016). The task is: Predict the product of the given reaction. (1) The product is: [F:39][C:40]([F:45])([F:44])[C:41]([OH:43])=[O:42].[F:1][C:2]1[CH:37]=[CH:36][C:5]([CH2:6][C@H:7]2[CH2:11][NH:10][C@H:9]([C:19]([NH:20][C:21]3[CH:26]=[CH:25][C:24]([O:27][C:28]4[CH:33]=[CH:32][C:31]([F:34])=[CH:30][CH:29]=4)=[CH:23][CH:22]=3)=[O:35])[CH2:8]2)=[C:4]([CH3:38])[CH:3]=1. Given the reactants [F:1][C:2]1[CH:37]=[CH:36][C:5]([CH2:6][C@H:7]2[CH2:11][N:10](C(OC(C)(C)C)=O)[C@H:9]([C:19](=[O:35])[NH:20][C:21]3[CH:26]=[CH:25][C:24]([O:27][C:28]4[CH:33]=[CH:32][C:31]([F:34])=[CH:30][CH:29]=4)=[CH:23][CH:22]=3)[CH2:8]2)=[C:4]([CH3:38])[CH:3]=1.[F:39][C:40]([F:45])([F:44])[C:41]([OH:43])=[O:42], predict the reaction product. (2) Given the reactants [NH2:1][C:2]1[CH:7]=[CH:6][C:5]([S:8][C:9]2[CH:26]=[CH:25][C:12]([C:13]([NH:15][C:16]3[S:17][C:18]([C:21]([CH3:24])([CH3:23])[CH3:22])=[CH:19][N:20]=3)=[O:14])=[CH:11][C:10]=2[N+:27]([O-:29])=[O:28])=[CH:4][CH:3]=1.[CH:30]1[C:42]2[CH:41]([CH2:43][O:44][C:45](Cl)=[O:46])[C:40]3[C:35](=[CH:36][CH:37]=[CH:38][CH:39]=3)[C:34]=2[CH:33]=[CH:32][CH:31]=1.N1C=CC=CC=1, predict the reaction product. The product is: [CH:30]1[C:42]2[CH:41]([CH2:43][O:44][C:45](=[O:46])[NH:1][C:2]3[CH:3]=[CH:4][C:5]([S:8][C:9]4[CH:26]=[CH:25][C:12]([C:13](=[O:14])[NH:15][C:16]5[S:17][C:18]([C:21]([CH3:24])([CH3:22])[CH3:23])=[CH:19][N:20]=5)=[CH:11][C:10]=4[N+:27]([O-:29])=[O:28])=[CH:6][CH:7]=3)[C:40]3[C:35](=[CH:36][CH:37]=[CH:38][CH:39]=3)[C:34]=2[CH:33]=[CH:32][CH:31]=1. (3) Given the reactants [C:1](Cl)(=[O:3])[CH3:2].[F:5][C:6]1[CH:11]=[CH:10][C:9]([C:12]2[N:17]=[CH:16][N:15]=[C:14]([NH:18][C:19]3[CH:24]=[CH:23][CH:22]=[C:21]([CH2:25][S:26]([CH3:29])(=[NH:28])=[O:27])[CH:20]=3)[N:13]=2)=[C:8]([O:30][CH3:31])[CH:7]=1.C(N(CC)CC)C, predict the reaction product. The product is: [F:5][C:6]1[CH:11]=[CH:10][C:9]([C:12]2[N:17]=[CH:16][N:15]=[C:14]([NH:18][C:19]3[CH:20]=[C:21]([CH:22]=[CH:23][CH:24]=3)[CH2:25][S:26]([CH3:29])(=[O:27])=[N:28][C:1](=[O:3])[CH3:2])[N:13]=2)=[C:8]([O:30][CH3:31])[CH:7]=1.